From a dataset of Full USPTO retrosynthesis dataset with 1.9M reactions from patents (1976-2016). Predict the reactants needed to synthesize the given product. (1) Given the product [NH2:21][C:19]([C:18]1[CH:17]=[C:16]([Cl:15])[N:24]=[C:23]([N:1]2[CH2:2][CH2:3][CH:4]([NH:7][C:8](=[O:14])[O:9][C:10]([CH3:11])([CH3:13])[CH3:12])[CH2:5][CH2:6]2)[CH:22]=1)=[O:20], predict the reactants needed to synthesize it. The reactants are: [NH:1]1[CH2:6][CH2:5][CH:4]([NH:7][C:8](=[O:14])[O:9][C:10]([CH3:13])([CH3:12])[CH3:11])[CH2:3][CH2:2]1.[Cl:15][C:16]1[CH:17]=[C:18]([CH:22]=[C:23](Cl)[N:24]=1)[C:19]([NH2:21])=[O:20].CN(C(C(C)C)C)C.O. (2) Given the product [Cl:1][C:2]1[CH:3]=[C:4]([CH:22]=[CH:23][C:24]=1[Cl:25])[CH2:5][C:6]1[CH:7]=[N:8][C:9]2[N:10]([N:12]=[CH:13][C:14]=2[C:15]([NH:17][CH2:18][CH2:19][S:20]([CH3:21])=[O:26])=[O:16])[CH:11]=1, predict the reactants needed to synthesize it. The reactants are: [Cl:1][C:2]1[CH:3]=[C:4]([CH:22]=[CH:23][C:24]=1[Cl:25])[CH2:5][C:6]1[CH:7]=[N:8][C:9]2[N:10]([N:12]=[CH:13][C:14]=2[C:15]([NH:17][CH2:18][CH2:19][S:20][CH3:21])=[O:16])[CH:11]=1.[OH:26]O.